From a dataset of Forward reaction prediction with 1.9M reactions from USPTO patents (1976-2016). Predict the product of the given reaction. (1) Given the reactants [CH2:1]([O:3][C:4]1[CH:5]=[C:6]([CH:9]=[CH:10][C:11]=1[OH:12])[CH:7]=O)[CH3:2].I[CH2:14][CH2:15][CH2:16][CH2:17][CH2:18][CH3:19].[CH:20]1([NH:26][OH:27])[CH2:25][CH2:24][CH2:23][CH2:22][CH2:21]1, predict the reaction product. The product is: [CH2:1]([O:3][C:4]1[CH:5]=[C:6]([CH:7]=[N+:26]([CH:20]2[CH2:25][CH2:24][CH2:23][CH2:22][CH2:21]2)[O-:27])[CH:9]=[CH:10][C:11]=1[O:12][CH2:14][CH2:15][CH2:16][CH2:17][CH2:18][CH3:19])[CH3:2]. (2) The product is: [F:1][C:2]1[CH:3]=[N:4][C:5]2[C:10]([C:11]=1[CH2:12][OH:13])=[N:9][C:8]([O:14][CH3:15])=[CH:7][CH:6]=2. Given the reactants [F:1][C:2]1[CH:3]=[N:4][C:5]2[C:10]([C:11]=1[CH:12]=[O:13])=[N:9][C:8]([O:14][CH3:15])=[CH:7][CH:6]=2.[BH4-].[Na+].O, predict the reaction product. (3) The product is: [F:1][C:2]([F:26])([F:27])[C:3]1[CH:4]=[C:5]([NH:9][C:10](=[O:25])[C:11](=[CH:39][C:32]2[CH:31]=[C:30]([O:29][CH3:28])[C:35]3[O:36][CH2:37][O:38][C:34]=3[CH:33]=2)[C:12]([NH:14][C:15]2[CH:20]=[CH:19][CH:18]=[C:17]([C:21]([F:24])([F:23])[F:22])[CH:16]=2)=[O:13])[CH:6]=[CH:7][CH:8]=1. Given the reactants [F:1][C:2]([F:27])([F:26])[C:3]1[CH:4]=[C:5]([NH:9][C:10](=[O:25])[CH2:11][C:12]([NH:14][C:15]2[CH:20]=[CH:19][CH:18]=[C:17]([C:21]([F:24])([F:23])[F:22])[CH:16]=2)=[O:13])[CH:6]=[CH:7][CH:8]=1.[CH3:28][O:29][C:30]1[C:35]2[O:36][CH2:37][O:38][C:34]=2[CH:33]=[C:32]([CH:39]=O)[CH:31]=1, predict the reaction product. (4) Given the reactants Br[C:2]1[C:3]([O:17][CH3:18])=[C:4]([CH2:8][NH:9][C:10](=[O:16])[O:11][C:12]([CH3:15])([CH3:14])[CH3:13])[CH:5]=[CH:6][CH:7]=1.C1(P(C2CCCCC2)C2C=CC3C(=CC=CC=3)C=2C2C3C(=CC=CC=3)C=CC=2OC)CCCCC1.[O-]P([O-])([O-])=O.[K+].[K+].[K+].[CH3:62][C:63]([Si:66]([CH3:79])([CH3:78])[O:67][CH2:68][C:69]1[CH:70]=[C:71](B(O)O)[CH:72]=[CH:73][CH:74]=1)([CH3:65])[CH3:64], predict the reaction product. The product is: [CH3:65][C:63]([Si:66]([CH3:79])([CH3:78])[O:67][CH2:68][C:69]1[CH:70]=[C:71]([C:2]2[CH:7]=[CH:6][CH:5]=[C:4]([CH2:8][NH:9][C:10](=[O:16])[O:11][C:12]([CH3:15])([CH3:14])[CH3:13])[C:3]=2[O:17][CH3:18])[CH:72]=[CH:73][CH:74]=1)([CH3:62])[CH3:64].